From a dataset of Forward reaction prediction with 1.9M reactions from USPTO patents (1976-2016). Predict the product of the given reaction. (1) Given the reactants [CH:1]1([C@:4]2([OH:12])[CH2:8][CH2:7][NH:6][C@H:5]2[CH:9](C)C)[CH2:3][CH2:2]1.[CH3:13][O:14][C:15]1[CH:22]=[C:21](F)[CH:20]=[CH:19][C:16]=1[C:17]#[N:18].C(=O)([O-])[O-].[Li+].[Li+], predict the reaction product. The product is: [CH:1]1([C@:4]2([OH:12])[CH2:8][CH2:7][N:6]([C:21]3[CH:20]=[CH:19][C:16]([C:17]#[N:18])=[C:15]([O:14][CH3:13])[CH:22]=3)[C@H:5]2[CH3:9])[CH2:2][CH2:3]1. (2) Given the reactants [NH2:1][CH2:2][C@H:3]([OH:21])[C@@H:4]([O:11][C:12]1[CH:17]=[CH:16][C:15]([Cl:18])=[CH:14][C:13]=1[O:19][CH3:20])[C:5]1[CH:10]=[CH:9][CH:8]=[CH:7][CH:6]=1.[Cl:22][CH2:23][C:24](Cl)=[O:25], predict the reaction product. The product is: [Cl:22][CH2:23][C:24]([NH:1][CH2:2][C@H:3]([OH:21])[C@@H:4]([O:11][C:12]1[CH:17]=[CH:16][C:15]([Cl:18])=[CH:14][C:13]=1[O:19][CH3:20])[C:5]1[CH:10]=[CH:9][CH:8]=[CH:7][CH:6]=1)=[O:25]. (3) The product is: [Cl:1][C:2]1[CH:7]=[CH:6][CH:5]=[CH:4][C:3]=1[N:8]1[C:12]([C:13]2[CH:14]=[C:15]([CH:16]=[CH:17][CH:18]=2)[O:19][CH2:50][CH2:49][N:46]2[CH2:47][CH2:48][O:43][CH2:44][CH2:45]2)=[CH:11][C:10]([C:20]([F:23])([F:21])[F:22])=[N:9]1. Given the reactants [Cl:1][C:2]1[CH:7]=[CH:6][CH:5]=[CH:4][C:3]=1[N:8]1[C:12]([C:13]2[CH:14]=[C:15]([OH:19])[CH:16]=[CH:17][CH:18]=2)=[CH:11][C:10]([C:20]([F:23])([F:22])[F:21])=[N:9]1.C1(P(C2C=CC=CC=2)C2C=CC=CC=2)C=CC=CC=1.[O:43]1[CH2:48][CH2:47][N:46]([CH2:49][CH2:50]O)[CH2:45][CH2:44]1.CC(OC(/N=N/C(OC(C)C)=O)=O)C.C1(P(=O)(C2C=CC=CC=2)C2C=CC=CC=2)C=CC=CC=1, predict the reaction product. (4) Given the reactants [CH3:1][O:2][C:3]([C:5]1[N:6]=[C:7](Cl)[C:8]2[C:13]([CH:14]=1)=[CH:12][CH:11]=[CH:10][CH:9]=2)=[O:4].[CH:16]1(B(O)O)[CH2:18][CH2:17]1.P([O-])([O-])([O-])=O.[K+].[K+].[K+], predict the reaction product. The product is: [CH3:1][O:2][C:3]([C:5]1[N:6]=[C:7]([CH:16]2[CH2:18][CH2:17]2)[C:8]2[C:13]([CH:14]=1)=[CH:12][CH:11]=[CH:10][CH:9]=2)=[O:4].